From a dataset of Catalyst prediction with 721,799 reactions and 888 catalyst types from USPTO. Predict which catalyst facilitates the given reaction. (1) Reactant: [Br:1][C:2]1[CH:8]=[CH:7][C:5]([NH2:6])=[C:4]([F:9])[C:3]=1[F:10].Cl[C:12](Cl)([O:14]C(=O)OC(Cl)(Cl)Cl)Cl.CCN(C(C)C)C(C)C.[CH:32]1([C:35]([N:37]2[CH2:41][CH2:40][C@@H:39]([CH2:42][C:43]([NH:45][NH2:46])=[O:44])[CH2:38]2)=[O:36])[CH2:34][CH2:33]1. Product: [Br:1][C:2]1[CH:8]=[CH:7][C:5]([NH:6][C:12]([NH:46][NH:45][C:43](=[O:44])[CH2:42][C@@H:39]2[CH2:40][CH2:41][N:37]([C:35]([CH:32]3[CH2:34][CH2:33]3)=[O:36])[CH2:38]2)=[O:14])=[C:4]([F:9])[C:3]=1[F:10]. The catalyst class is: 4. (2) Reactant: C[O:2][C:3]([C:5]1[C:6]([C:11]2[CH:16]=[CH:15][CH:14]=[CH:13][C:12]=2[Cl:17])=[N:7][O:8][C:9]=1[CH3:10])=[O:4].[OH-].[Na+]. Product: [Cl:17][C:12]1[CH:13]=[CH:14][CH:15]=[CH:16][C:11]=1[C:6]1[C:5]([C:3]([OH:4])=[O:2])=[C:9]([CH3:10])[O:8][N:7]=1. The catalyst class is: 5. (3) Reactant: Cl.[CH3:2][N:3]1[CH2:8][CH2:7][N:6]([C:9]2[CH:16]=[CH:15][CH:14]=[CH:13][C:10]=2C#N)[CH2:5][CH2:4]1.[NH4+].[OH-].C[Mg]Br.C([O:24][CH2:25][CH3:26])C.Cl. Product: [CH3:2][N:3]1[CH2:8][CH2:7][N:6]([C:9]2[CH:10]=[CH:13][CH:14]=[CH:15][C:16]=2[C:25](=[O:24])[CH3:26])[CH2:5][CH2:4]1. The catalyst class is: 226. (4) Reactant: C(OC([N:8]1[CH2:16][C:15]2[C:10](=[CH:11][CH:12]=[C:13](I)[CH:14]=2)[CH2:9]1)=O)(C)(C)C.C1([As](C2C=CC=CC=2)C2C=CC=CC=2)C=CC=CC=1.[CH2:37]([O:39]C([Sn](CCCC)(CCCC)CCCC)=C)[CH3:38]. Product: [CH2:9]1[C:10]2[C:15](=[CH:14][C:13]([C:37](=[O:39])[CH3:38])=[CH:12][CH:11]=2)[CH2:16][NH:8]1. The catalyst class is: 160. (5) Reactant: [CH3:1][O:2][C:3](=[O:12])[C:4]1[CH:9]=[CH:8][C:7]([OH:10])=[C:6]([NH2:11])[CH:5]=1.C([O-])([O-])=O.[K+].[K+].Br[CH2:20][CH2:21]Br. Product: [CH3:1][O:2][C:3]([C:4]1[CH:9]=[CH:8][C:7]2[O:10][CH2:21][CH2:20][NH:11][C:6]=2[CH:5]=1)=[O:12]. The catalyst class is: 9. (6) Reactant: [OH:1][CH2:2][C@@H:3]1[O:7][C:6](=[O:8])[N:5]([C:9]2[CH:14]=[CH:13][C:12]([S:15][CH3:16])=[CH:11][CH:10]=2)[CH2:4]1.C(OC[C@@H]1OC1)(=O)CCC.O[C:28]1[CH:32]=[CH:31][O:30][N:29]=1.CC(OC(/N=N/C(OC(C)C)=O)=O)C.C1(P(C2C=CC=CC=2)C2C=CC=CC=2)C=CC=CC=1. Product: [O:30]1[CH:31]=[CH:32][C:28]([O:1][CH2:2][C@@H:3]2[O:7][C:6](=[O:8])[N:5]([C:9]3[CH:14]=[CH:13][C:12]([S:15][CH3:16])=[CH:11][CH:10]=3)[CH2:4]2)=[N:29]1. The catalyst class is: 1. (7) Reactant: [OH-].[Na+].[CH3:3][C:4]1[CH:9]=[C:8]([CH3:10])[CH:7]=[CH:6][C:5]=1[C:11]1[C:12]2[N:13]([C:17]([C:22]([O:24]C)=[O:23])=[C:18]([CH2:20][CH3:21])[N:19]=2)[N:14]=[CH:15][CH:16]=1.Cl. Product: [CH3:3][C:4]1[CH:9]=[C:8]([CH3:10])[CH:7]=[CH:6][C:5]=1[C:11]1[C:12]2[N:13]([C:17]([C:22]([OH:24])=[O:23])=[C:18]([CH2:20][CH3:21])[N:19]=2)[N:14]=[CH:15][CH:16]=1. The catalyst class is: 8.